This data is from Peptide-MHC class I binding affinity with 185,985 pairs from IEDB/IMGT. The task is: Regression. Given a peptide amino acid sequence and an MHC pseudo amino acid sequence, predict their binding affinity value. This is MHC class I binding data. The peptide sequence is DTRGIFSAY. The MHC is HLA-B48:01 with pseudo-sequence HLA-B48:01. The binding affinity (normalized) is 0.0847.